This data is from Forward reaction prediction with 1.9M reactions from USPTO patents (1976-2016). The task is: Predict the product of the given reaction. (1) The product is: [C:8]([C:6]1[CH:7]=[C:2]([NH:1][C:56]2[N:61]=[CH:60][CH:59]=[CH:58][N:57]=2)[C:3]([O:53][CH3:54])=[C:4]([NH:12][C:13]([NH:15][C:16]2[C:25]3[C:20](=[CH:21][CH:22]=[CH:23][CH:24]=3)[C:19]([O:26][C:27]3[CH:32]=[CH:31][N:30]=[C:29]([NH:33][C:34]4[CH:39]=[C:38]([O:40][CH2:41][CH2:42][O:43][CH2:44][CH2:45][O:46][CH2:47][CH2:48][O:49][CH3:50])[CH:37]=[C:36]([O:51][CH3:52])[CH:35]=4)[N:28]=3)=[CH:18][CH:17]=2)=[O:14])[CH:5]=1)([CH3:10])([CH3:11])[CH3:9]. Given the reactants [NH2:1][C:2]1[C:3]([O:53][CH3:54])=[C:4]([NH:12][C:13]([NH:15][C:16]2[C:25]3[C:20](=[CH:21][CH:22]=[CH:23][CH:24]=3)[C:19]([O:26][C:27]3[CH:32]=[CH:31][N:30]=[C:29]([NH:33][C:34]4[CH:39]=[C:38]([O:40][CH2:41][CH2:42][O:43][CH2:44][CH2:45][O:46][CH2:47][CH2:48][O:49][CH3:50])[CH:37]=[C:36]([O:51][CH3:52])[CH:35]=4)[N:28]=3)=[CH:18][CH:17]=2)=[O:14])[CH:5]=[C:6]([C:8]([CH3:11])([CH3:10])[CH3:9])[CH:7]=1.Cl[C:56]1[N:61]=[CH:60][CH:59]=[CH:58][N:57]=1, predict the reaction product. (2) Given the reactants [O:1]([C@H:8]([C:10]1[CH:19]=[CH:18][C:13]([C:14]([O:16]C)=[O:15])=[CH:12][CH:11]=1)[CH3:9])[C:2]1[CH:7]=[CH:6][CH:5]=[CH:4][CH:3]=1.O.[OH-].[Li+].O1CCCC1.Cl, predict the reaction product. The product is: [O:1]([C@H:8]([C:10]1[CH:11]=[CH:12][C:13]([C:14]([OH:16])=[O:15])=[CH:18][CH:19]=1)[CH3:9])[C:2]1[CH:3]=[CH:4][CH:5]=[CH:6][CH:7]=1. (3) Given the reactants [CH3:1][N:2]1[C:7](=[O:8])[CH:6]=[C:5]([C:9]2[CH:16]=[CH:15][C:12]([CH:13]=[O:14])=[CH:11][CH:10]=2)[C:4]([C:17]2[CH:22]=[CH:21][CH:20]=[CH:19][C:18]=2[O:23][C:24]2[CH:29]=[CH:28][CH:27]=[CH:26][CH:25]=2)=[N:3]1.[CH3:30][Mg]Br, predict the reaction product. The product is: [OH:14][CH:13]([C:12]1[CH:11]=[CH:10][C:9]([C:5]2[C:4]([C:17]3[CH:22]=[CH:21][CH:20]=[CH:19][C:18]=3[O:23][C:24]3[CH:29]=[CH:28][CH:27]=[CH:26][CH:25]=3)=[N:3][N:2]([CH3:1])[C:7](=[O:8])[CH:6]=2)=[CH:16][CH:15]=1)[CH3:30]. (4) Given the reactants [CH2:1]([S:3][C:4]1[N:5]([C:17]2[CH:22]=[CH:21][C:20]([O:23][CH2:24][C:25]([F:28])([F:27])[F:26])=[CH:19][CH:18]=2)[C:6](=[O:16])[C:7]2[CH:13]=[CH:12][C:11]([CH2:14][OH:15])=[N:10][C:8]=2[N:9]=1)[CH3:2].C(N(CC)CC)C.O, predict the reaction product. The product is: [CH2:1]([S:3][C:4]1[N:5]([C:17]2[CH:22]=[CH:21][C:20]([O:23][CH2:24][C:25]([F:27])([F:28])[F:26])=[CH:19][CH:18]=2)[C:6](=[O:16])[C:7]2[CH:13]=[CH:12][C:11]([CH:14]=[O:15])=[N:10][C:8]=2[N:9]=1)[CH3:2]. (5) Given the reactants CC(C)([O-])C.[Na+].Cl[C:8]1[C:13]([CH2:14][NH:15][CH2:16][CH:17]([C:19]2[S:20][CH:21]=[C:22]([CH3:24])[N:23]=2)[OH:18])=[CH:12][CH:11]=[C:10]([Cl:25])[N:9]=1.O, predict the reaction product. The product is: [Cl:25][C:10]1[CH:11]=[CH:12][C:13]2[CH2:14][NH:15][CH2:16][CH:17]([C:19]3[S:20][CH:21]=[C:22]([CH3:24])[N:23]=3)[O:18][C:8]=2[N:9]=1. (6) Given the reactants C(OC([N:8]1[CH2:13][CH2:12][CH:11]([N:14]2[CH:18]=[C:17]([Br:19])[CH:16]=[N:15]2)[CH2:10][CH2:9]1)=O)(C)(C)C.C(O)(C(F)(F)F)=O, predict the reaction product. The product is: [Br:19][C:17]1[CH:16]=[N:15][N:14]([CH:11]2[CH2:12][CH2:13][NH:8][CH2:9][CH2:10]2)[CH:18]=1.